Dataset: Peptide-MHC class I binding affinity with 185,985 pairs from IEDB/IMGT. Task: Regression. Given a peptide amino acid sequence and an MHC pseudo amino acid sequence, predict their binding affinity value. This is MHC class I binding data. (1) The peptide sequence is GLMWLSYFV. The MHC is HLA-A02:02 with pseudo-sequence HLA-A02:02. The binding affinity (normalized) is 0.963. (2) The peptide sequence is WQGPSAAAY. The MHC is HLA-A11:01 with pseudo-sequence HLA-A11:01. The binding affinity (normalized) is 0.0847. (3) The peptide sequence is RSFAERLDR. The binding affinity (normalized) is 0.0847. The MHC is HLA-B08:01 with pseudo-sequence HLA-B08:01. (4) The peptide sequence is RFDEAIINY. The MHC is HLA-B15:01 with pseudo-sequence HLA-B15:01. The binding affinity (normalized) is 0.0847. (5) The peptide sequence is QLKSVGLNL. The MHC is HLA-B08:01 with pseudo-sequence HLA-B08:01. The binding affinity (normalized) is 0.0704.